Dataset: Reaction yield outcomes from USPTO patents with 853,638 reactions. Task: Predict the reaction yield, written as a fraction of the theoretical maximum amount of product (1.0 means a 100% yield; for example, 0.34 means a 34% yield). (1) No catalyst specified. The reactants are [Cl:1][C:2]1[N:3]=[C:4](Cl)[C:5]2[CH2:10][CH2:9][CH2:8][C:6]=2[N:7]=1.[CH2:12]([NH2:17])[CH2:13][CH2:14][CH2:15][CH3:16].[Cl-].[NH4+]. The product is [Cl:1][C:2]1[N:3]=[C:4]([NH:17][CH2:12][CH2:13][CH2:14][CH2:15][CH3:16])[C:5]2[CH2:10][CH2:9][CH2:8][C:6]=2[N:7]=1. The yield is 0.650. (2) The reactants are [N+:1]([C:4]1[CH:5]=[CH:6][C:7]2[O:12][CH2:11][CH:10]([CH2:13][OH:14])[O:9][C:8]=2[CH:15]=1)([O-])=O. The catalyst is CO.[Pd]. The product is [NH2:1][C:4]1[CH:5]=[CH:6][C:7]2[O:12][CH2:11][CH:10]([CH2:13][OH:14])[O:9][C:8]=2[CH:15]=1. The yield is 0.860. (3) The reactants are CO[CH:3]1[CH2:7][CH2:6][CH:5](OC)O1.[NH2:10][C:11]1[CH:12]=[C:13]([C:21]([O:23][CH3:24])=[O:22])[CH:14]=[C:15]([CH:20]=1)[C:16]([O:18][CH3:19])=[O:17]. The catalyst is C(O)(=O)C. The product is [N:10]1([C:11]2[CH:20]=[C:15]([C:16]([O:18][CH3:19])=[O:17])[CH:14]=[C:13]([CH:12]=2)[C:21]([O:23][CH3:24])=[O:22])[CH:3]=[CH:7][CH:6]=[CH:5]1. The yield is 0.230. (4) The reactants are [BH4-].[Na+].[OH-].[Na+].O.[CH3:6][CH:7]([C:11](=[O:16])[CH2:12][CH:13]([CH3:15])[CH3:14])[C:8](=[O:10])[CH3:9]. The catalyst is CO. The product is [CH3:6][CH:7]([CH:11]([OH:16])[CH2:12][CH:13]([CH3:15])[CH3:14])[CH:8]([OH:10])[CH3:9]. The yield is 0.900. (5) The reactants are [Cl:1][C:2]1[CH:3]=[C:4]([NH:9][C:10]2[C:19]3[C:14](=[CH:15][C:16]([O:23][CH2:24][CH2:25][O:26][CH3:27])=[C:17]([N+:20]([O-])=O)[CH:18]=3)[N:13]=[CH:12][N:11]=2)[CH:5]=[CH:6][C:7]=1[F:8]. The catalyst is C(O)(=O)C.[Fe]. The product is [Cl:1][C:2]1[CH:3]=[C:4]([NH:9][C:10]2[C:19]3[C:14](=[CH:15][C:16]([O:23][CH2:24][CH2:25][O:26][CH3:27])=[C:17]([NH2:20])[CH:18]=3)[N:13]=[CH:12][N:11]=2)[CH:5]=[CH:6][C:7]=1[F:8]. The yield is 0.552.